The task is: Predict the product of the given reaction.. This data is from Forward reaction prediction with 1.9M reactions from USPTO patents (1976-2016). (1) Given the reactants [CH2:1]([O:4][C@H:5]1[CH2:10][O:9]C(C)(C)[O:7][C@H:6]1[CH:13]=[CH2:14])C=C.Cl.C([O-])(O)=O.[Na+], predict the reaction product. The product is: [OH:9][CH2:10][C@H:5]1[C@@H:6]([OH:7])[CH:13]=[CH:14][CH2:1][O:4]1. (2) The product is: [C:1]([O:5][C:6]([NH:8][C:9]([NH:12][C:13]([O:15][C:16]([CH3:19])([CH3:18])[CH3:17])=[O:14])=[NH:20])=[O:7])([CH3:4])([CH3:3])[CH3:2]. Given the reactants [C:1]([O:5][C:6]([NH:8][C:9](=[N:12][C:13]([O:15][C:16]([CH3:19])([CH3:18])[CH3:17])=[O:14])SC)=[O:7])([CH3:4])([CH3:3])[CH3:2].[NH3:20], predict the reaction product.